Dataset: Forward reaction prediction with 1.9M reactions from USPTO patents (1976-2016). Task: Predict the product of the given reaction. (1) Given the reactants [Cl:1][C:2]1[CH:3]=[C:4]([N:9]2[CH:13]=[C:12]([CH2:14][N:15]3[CH:19]=[CH:18][N:17]=[C:16]3[NH:20][CH3:21])[N:11]=[CH:10]2)[CH:5]=[CH:6][C:7]=1[Cl:8].[C:22](O)(=[O:24])C, predict the reaction product. The product is: [ClH:1].[Cl:1][C:2]1[CH:3]=[C:4]([N:9]2[C:13]([CH2:22][OH:24])=[C:12]([CH2:14][N:15]3[CH:19]=[CH:18][N:17]=[C:16]3[NH:20][CH3:21])[N:11]=[CH:10]2)[CH:5]=[CH:6][C:7]=1[Cl:8]. (2) Given the reactants C(OC(=O)[NH:7][C:8]1[CH:13]=[C:12]([N:14]([CH3:16])[CH3:15])[C:11]([C:17]([F:20])([F:19])[F:18])=[CH:10][C:9]=1[NH:21][C:22](=[O:40])[CH2:23][C:24]([C:26]1[CH:31]=[CH:30][CH:29]=[C:28]([C:32]2[N:33]=[N:34][C:35]([O:38][CH3:39])=[CH:36][CH:37]=2)[CH:27]=1)=O)(C)(C)C.C(O)(C(F)(F)F)=O, predict the reaction product. The product is: [CH3:16][N:14]([CH3:15])[C:12]1[C:11]([C:17]([F:18])([F:19])[F:20])=[CH:10][C:9]2[NH:21][C:22](=[O:40])[CH2:23][C:24]([C:26]3[CH:31]=[CH:30][CH:29]=[C:28]([C:32]4[N:33]=[N:34][C:35]([O:38][CH3:39])=[CH:36][CH:37]=4)[CH:27]=3)=[N:7][C:8]=2[CH:13]=1. (3) Given the reactants [C:1]([O:5][C:6](=[O:13])[NH:7][C@H:8]([CH2:11][OH:12])[CH2:9][CH3:10])([CH3:4])([CH3:3])[CH3:2].C(N(CC)CC)C.C(O)(=O)CC(CC(O)=O)(C(O)=O)O, predict the reaction product. The product is: [C:1]([O:5][C:6](=[O:13])[NH:7][C@H:8]([CH:11]=[O:12])[CH2:9][CH3:10])([CH3:2])([CH3:3])[CH3:4]. (4) Given the reactants C([O:9][C:10]1[C:19]2[N:18]=[CH:17][CH:16]=[CH:15][C:14]=2[C:13](=[O:20])[NH:12][C:11]=1[C:21]([O:23][CH3:24])=[O:22])(=O)C1C=CC=CC=1.N1C=CC=CC=1.[O:31](S(C(F)(F)F)(=O)=O)[S:32]([C:35]([F:38])([F:37])[F:36])(=O)=[O:33], predict the reaction product. The product is: [OH:9][C:10]1[C:11]([C:21]([O:23][CH3:24])=[O:22])=[N:12][C:13]([O:20][S:32]([C:35]([F:38])([F:37])[F:36])(=[O:33])=[O:31])=[C:14]2[C:19]=1[N:18]=[CH:17][CH:16]=[CH:15]2. (5) The product is: [CH:21]1([NH:26][S:10]([C:5]2[CH:6]=[CH:7][CH:8]=[CH:9][C:4]=2[N+:1]([O-:3])=[O:2])(=[O:12])=[O:11])[CH2:25][CH2:24][CH2:23][CH2:22]1. Given the reactants [N+:1]([C:4]1[CH:9]=[CH:8][CH:7]=[CH:6][C:5]=1[S:10](Cl)(=[O:12])=[O:11])([O-:3])=[O:2].C(N(CC)CC)C.[CH:21]1([NH2:26])[CH2:25][CH2:24][CH2:23][CH2:22]1, predict the reaction product.